This data is from TCR-epitope binding with 47,182 pairs between 192 epitopes and 23,139 TCRs. The task is: Binary Classification. Given a T-cell receptor sequence (or CDR3 region) and an epitope sequence, predict whether binding occurs between them. (1) The epitope is GLCTLVAML. The TCR CDR3 sequence is CASSEVKVSPGELFF. Result: 1 (the TCR binds to the epitope). (2) The epitope is TSNQVAVLY. The TCR CDR3 sequence is CASRTGSYEQYF. Result: 0 (the TCR does not bind to the epitope). (3) The epitope is FPPTSFGPL. The TCR CDR3 sequence is CASSNVGSTTDTQYF. Result: 1 (the TCR binds to the epitope). (4) The epitope is MPASWVMRI. The TCR CDR3 sequence is CASRPLAGALSSYNEQFF. Result: 1 (the TCR binds to the epitope). (5) The epitope is TEILPVSMTK. The TCR CDR3 sequence is CASSLTSGSTDTQYF. Result: 0 (the TCR does not bind to the epitope). (6) The epitope is SSTFNVPMEKLK. The TCR CDR3 sequence is CASSQDKLAENNEQFF. Result: 0 (the TCR does not bind to the epitope). (7) Result: 1 (the TCR binds to the epitope). The epitope is ELAGIGILTV. The TCR CDR3 sequence is CASSGTQPGLGGEQFF. (8) The epitope is TTLPVNVAF. The TCR CDR3 sequence is CASSPTRGDNEQFF. Result: 1 (the TCR binds to the epitope). (9) The epitope is LEPLVDLPI. The TCR CDR3 sequence is CASSPEIEAFF. Result: 0 (the TCR does not bind to the epitope). (10) The epitope is KLGGALQAK. The TCR CDR3 sequence is CASSPLTGANYGYTF. Result: 1 (the TCR binds to the epitope).